Predict the reaction yield, written as a fraction of the theoretical maximum amount of product (1.0 means a 100% yield; for example, 0.34 means a 34% yield). From a dataset of Reaction yield outcomes from USPTO patents with 853,638 reactions. (1) The reactants are [F:1][C:2]([F:22])([C:15]1[CH:20]=[CH:19][C:18]([F:21])=[CH:17][N:16]=1)[C:3]1[N:12]=[C:11]([SH:13])[C:10]2[C:5](=[CH:6][C:7]([CH3:14])=[CH:8][CH:9]=2)[N:4]=1.[OH-].[Na+].I[CH3:26]. The catalyst is C(O)(C)C. The product is [F:22][C:2]([F:1])([C:15]1[CH:20]=[CH:19][C:18]([F:21])=[CH:17][N:16]=1)[C:3]1[N:12]=[C:11]([S:13][CH3:26])[C:10]2[C:5](=[CH:6][C:7]([CH3:14])=[CH:8][CH:9]=2)[N:4]=1. The yield is 0.600. (2) The reactants are [CH:1]12[CH2:10][CH:5]3[CH2:6][CH:7]([CH2:9][CH:3]([CH2:4]3)[CH:2]1[NH2:11])[CH2:8]2.C1N=CN([C:17](N2C=NC=C2)=[O:18])C=1.CCN(C(C)C)C(C)C.[N:33]1([C:42]([O:44][C:45]([CH3:48])([CH3:47])[CH3:46])=[O:43])[C:37]2([CH2:41][CH2:40][NH:39][CH2:38]2)[CH2:36][CH2:35][CH2:34]1. The catalyst is C(Cl)Cl. The product is [CH:1]12[CH2:10][CH:5]3[CH2:6][CH:7]([CH2:9][CH:3]([CH2:4]3)[CH:2]1[NH:11][C:17]([N:39]1[CH2:40][CH2:41][C:37]3([N:33]([C:42]([O:44][C:45]([CH3:48])([CH3:47])[CH3:46])=[O:43])[CH2:34][CH2:35][CH2:36]3)[CH2:38]1)=[O:18])[CH2:8]2. The yield is 0.890. (3) The reactants are [O:1]1[CH2:3][CH:2]1[CH2:4][N:5]1[CH2:10][CH2:9][O:8][CH2:7][CH2:6]1.[NH3:11]. No catalyst specified. The product is [NH2:11][CH2:3][CH:2]([OH:1])[CH2:4][N:5]1[CH2:10][CH2:9][O:8][CH2:7][CH2:6]1. The yield is 0.990. (4) The product is [CH2:1]([N:3]1[C:18]([OH:19])=[N:12][C:5]([C:6]2[CH:7]=[N:8][CH:9]=[CH:10][CH:11]=2)=[N:4]1)[CH3:2]. The catalyst is CN(C=O)C. The yield is 0.350. The reactants are [CH2:1]([NH:3][NH:4][C:5](=[NH:12])[C:6]1[CH:11]=[CH:10][CH:9]=[N:8][CH:7]=1)[CH3:2].C1N=CN([C:18](N2C=NC=C2)=[O:19])C=1. (5) The yield is 0.480. The product is [CH2:1]([C:5]1[N:10]2[N:11]=[CH:12][N:13]=[C:9]2[N:8]([CH:14]2[CH2:19][CH2:18][CH:17]([OH:20])[CH2:16][CH2:15]2)[C:7](=[O:21])[C:6]=1[CH2:22][C:23]1[CH:28]=[CH:27][C:26]([C:29]2[CH:34]=[CH:33][CH:32]=[CH:31][C:30]=2[C:35]2[NH:39][C:38](=[O:40])[O:37][N:36]=2)=[CH:25][CH:24]=1)[CH2:2][CH2:3][CH3:4]. The catalyst is CO. The reactants are [CH2:1]([C:5]1[N:10]2[N:11]=[CH:12][N:13]=[C:9]2[N:8]([CH:14]2[CH2:19][CH2:18][C:17](=[O:20])[CH2:16][CH2:15]2)[C:7](=[O:21])[C:6]=1[CH2:22][C:23]1[CH:28]=[CH:27][C:26]([C:29]2[CH:34]=[CH:33][CH:32]=[CH:31][C:30]=2[C:35]2[NH:39][C:38](=[O:40])[O:37][N:36]=2)=[CH:25][CH:24]=1)[CH2:2][CH2:3][CH3:4].O1CCCC1.[BH4-].[Na+]. (6) The reactants are [Br:1][CH2:2][CH2:3][CH2:4][CH2:5][CH2:6][CH2:7][CH2:8][CH2:9]C=O.[CH3:12][O:13][CH:14](OC)[O:15][CH3:16].Cl. The yield is 0.970. The product is [Br:1][CH2:2][CH2:3][CH2:4][CH2:5][CH2:6][CH2:7][CH2:8][CH2:9][CH:14]([O:15][CH3:16])[O:13][CH3:12]. The catalyst is O1CCOCC1.C(=O)(O)[O-].[Na+].CO.